From a dataset of Catalyst prediction with 721,799 reactions and 888 catalyst types from USPTO. Predict which catalyst facilitates the given reaction. (1) Reactant: [Br:1][C:2]1[C:3](=[O:19])[NH:4][N:5]=[CH:6][C:7]=1[NH:8][C@@H:9]1[CH2:14][C@@H:13]2[CH2:15][C@@H:11]([C:12]2([CH3:17])[CH3:16])[C@H:10]1[CH3:18].Cl.Cl[CH2:22][CH2:23][CH2:24][CH2:25][C:26]1[CH:31]=[CH:30][N:29]=[CH:28][CH:27]=1.C(=O)([O-])[O-].[K+].[K+].C(OCC)(=O)C. Product: [Br:1][C:2]1[C:3](=[O:19])[N:4]([CH2:22][CH2:23][CH2:24][CH2:25][C:26]2[CH:31]=[CH:30][N:29]=[CH:28][CH:27]=2)[N:5]=[CH:6][C:7]=1[NH:8][C@@H:9]1[CH2:14][C@@H:13]2[CH2:15][C@@H:11]([C:12]2([CH3:16])[CH3:17])[C@H:10]1[CH3:18]. The catalyst class is: 9. (2) Reactant: [Br:1][C:2]1[CH:3]=[C:4]2[C:9](=[CH:10][CH:11]=1)[N:8]=[CH:7][C:6]([N:12]1[CH2:17][CH2:16][O:15][CH2:14][CH2:13]1)=[C:5]2Cl.[CH3:19][O-:20].[Na+]. Product: [Br:1][C:2]1[CH:3]=[C:4]2[C:9](=[CH:10][CH:11]=1)[N:8]=[CH:7][C:6]([N:12]1[CH2:17][CH2:16][O:15][CH2:14][CH2:13]1)=[C:5]2[O:20][CH3:19]. The catalyst class is: 5. (3) Reactant: [Cl:1][C:2]1[C:7]([C:8]([CH2:10][OH:11])=[CH2:9])=[CH:6][C:5]([C:12]#[N:13])=[CH:4][C:3]=1[NH:14][C:15](=[O:21])[O:16][C:17]([CH3:20])([CH3:19])[CH3:18]. Product: [Cl:1][C:2]1[C:7]([CH:8]([CH3:9])[CH2:10][OH:11])=[CH:6][C:5]([C:12]#[N:13])=[CH:4][C:3]=1[NH:14][C:15](=[O:21])[O:16][C:17]([CH3:20])([CH3:19])[CH3:18]. The catalyst class is: 50. (4) Reactant: C([O:3][CH:4](OCC)[C:5]1[O:13][C:12]2[C:11]([C:14]3[CH:19]=[CH:18][CH:17]=[C:16]([CH2:20][N:21]4[CH2:26][CH2:25][O:24][CH2:23][CH2:22]4)[CH:15]=3)=[CH:10][N:9]=[CH:8][C:7]=2[CH:6]=1)C.Cl.C(=O)(O)[O-].[Na+]. Product: [O:24]1[CH2:25][CH2:26][N:21]([CH2:20][C:16]2[CH:15]=[C:14]([C:11]3[C:12]4[O:13][C:5]([CH:4]=[O:3])=[CH:6][C:7]=4[CH:8]=[N:9][CH:10]=3)[CH:19]=[CH:18][CH:17]=2)[CH2:22][CH2:23]1. The catalyst class is: 7. (5) Reactant: CN([C:4]([O:8][N:9]1N=NC2C=CC=NC1=2)=[N+](C)C)C.F[P-](F)(F)(F)(F)F.[Cl:25][C:26]1[C:30]([Cl:31])=[C:29]([CH3:32])[NH:28][C:27]=1[C:33]([NH:35][CH:36]1[CH2:41][CH2:40][N:39]([C:42]2[N:47]=[C:46]([S:48][CH3:49])[N:45]=[C:44]([C:50]([OH:52])=O)[CH:43]=2)[CH2:38][CH2:37]1)=[O:34].Cl.O(N)C. Product: [Cl:25][C:26]1[C:30]([Cl:31])=[C:29]([CH3:32])[NH:28][C:27]=1[C:33]([NH:35][CH:36]1[CH2:37][CH2:38][N:39]([C:42]2[N:47]=[C:46]([S:48][CH3:49])[N:45]=[C:44]([C:50]([NH:9][O:8][CH3:4])=[O:52])[CH:43]=2)[CH2:40][CH2:41]1)=[O:34]. The catalyst class is: 173. (6) Reactant: I[C:2]1[CH:3]=[C:4]2[N:10]=[CH:9][N:8]([CH2:11][C:12]3[CH:17]=[CH:16][C:15]([O:18][CH:19]([C:21]4[CH:22]=[N:23][C:24]([O:27][CH3:28])=[CH:25][CH:26]=4)[CH3:20])=[C:14]([O:29][CH3:30])[CH:13]=3)[C:5]2=[N:6][CH:7]=1.[O-:31]P([O-])([O-])=O.[K+].[K+].[K+].[CH3:39][N:40]1[CH:44]=[C:43](B2OC(C)(C)C(C)(C)O2)[CH:42]=[N:41]1.C1(P(C2CCCCC2)C2CCCCC2)CCCCC1. Product: [CH:30]([OH:29])=[O:31].[CH3:30][O:29][C:14]1[CH:13]=[C:12]([CH:17]=[CH:16][C:15]=1[O:18][CH:19]([C:21]1[CH:22]=[N:23][C:24]([O:27][CH3:28])=[CH:25][CH:26]=1)[CH3:20])[CH2:11][N:8]1[C:5]2=[N:6][CH:7]=[C:2]([C:43]3[CH:42]=[N:41][N:40]([CH3:39])[CH:44]=3)[CH:3]=[C:4]2[N:10]=[CH:9]1. The catalyst class is: 488.